Dataset: NCI-60 drug combinations with 297,098 pairs across 59 cell lines. Task: Regression. Given two drug SMILES strings and cell line genomic features, predict the synergy score measuring deviation from expected non-interaction effect. (1) Drug 1: C1CN1P(=S)(N2CC2)N3CC3. Drug 2: CCC1(CC2CC(C3=C(CCN(C2)C1)C4=CC=CC=C4N3)(C5=C(C=C6C(=C5)C78CCN9C7C(C=CC9)(C(C(C8N6C=O)(C(=O)OC)O)OC(=O)C)CC)OC)C(=O)OC)O.OS(=O)(=O)O. Cell line: HCT116. Synergy scores: CSS=53.8, Synergy_ZIP=-2.53, Synergy_Bliss=-8.74, Synergy_Loewe=-41.8, Synergy_HSA=-9.19. (2) Drug 1: CC12CCC(CC1=CCC3C2CCC4(C3CC=C4C5=CN=CC=C5)C)O. Drug 2: CC1=C(C(=CC=C1)Cl)NC(=O)C2=CN=C(S2)NC3=CC(=NC(=N3)C)N4CCN(CC4)CCO. Cell line: TK-10. Synergy scores: CSS=49.6, Synergy_ZIP=10.2, Synergy_Bliss=10.5, Synergy_Loewe=-26.7, Synergy_HSA=10.5. (3) Drug 1: CC1=C(C(=CC=C1)Cl)NC(=O)C2=CN=C(S2)NC3=CC(=NC(=N3)C)N4CCN(CC4)CCO. Drug 2: CC1C(C(CC(O1)OC2CC(OC(C2O)C)OC3=CC4=CC5=C(C(=O)C(C(C5)C(C(=O)C(C(C)O)O)OC)OC6CC(C(C(O6)C)O)OC7CC(C(C(O7)C)O)OC8CC(C(C(O8)C)O)(C)O)C(=C4C(=C3C)O)O)O)O. Cell line: SW-620. Synergy scores: CSS=26.1, Synergy_ZIP=0.203, Synergy_Bliss=1.89, Synergy_Loewe=-1.29, Synergy_HSA=0.673. (4) Drug 2: C1CN1C2=NC(=NC(=N2)N3CC3)N4CC4. Synergy scores: CSS=30.4, Synergy_ZIP=-1.47, Synergy_Bliss=-3.22, Synergy_Loewe=-5.14, Synergy_HSA=-1.56. Drug 1: CCN(CC)CCNC(=O)C1=C(NC(=C1C)C=C2C3=C(C=CC(=C3)F)NC2=O)C. Cell line: LOX IMVI. (5) Cell line: MCF7. Drug 2: CC1=CC2C(CCC3(C2CCC3(C(=O)C)OC(=O)C)C)C4(C1=CC(=O)CC4)C. Synergy scores: CSS=32.5, Synergy_ZIP=7.22, Synergy_Bliss=5.19, Synergy_Loewe=-40.6, Synergy_HSA=-3.03. Drug 1: CCC1=CC2CC(C3=C(CN(C2)C1)C4=CC=CC=C4N3)(C5=C(C=C6C(=C5)C78CCN9C7C(C=CC9)(C(C(C8N6C)(C(=O)OC)O)OC(=O)C)CC)OC)C(=O)OC.C(C(C(=O)O)O)(C(=O)O)O.